From a dataset of Full USPTO retrosynthesis dataset with 1.9M reactions from patents (1976-2016). Predict the reactants needed to synthesize the given product. (1) The reactants are: C(OC([N:8]1[CH2:13][CH:12]2[CH:10]([CH:11]2[NH:14][C:15](=[O:43])[C:16]2[CH:21]=[CH:20][C:19]([CH2:22][N:23]([S:31]([C:34]3[CH:39]=[CH:38][C:37]([O:40][CH2:41][CH3:42])=[CH:36][CH:35]=3)(=[O:33])=[O:32])[CH2:24][C:25]3[CH:30]=[CH:29][CH:28]=[CH:27][N:26]=3)=[CH:18][CH:17]=2)[CH2:9]1)=O)(C)(C)C. Given the product [CH:10]12[CH:11]([NH:14][C:15](=[O:43])[C:16]3[CH:21]=[CH:20][C:19]([CH2:22][N:23]([S:31]([C:34]4[CH:35]=[CH:36][C:37]([O:40][CH2:41][CH3:42])=[CH:38][CH:39]=4)(=[O:33])=[O:32])[CH2:24][C:25]4[CH:30]=[CH:29][CH:28]=[CH:27][N:26]=4)=[CH:18][CH:17]=3)[CH:12]1[CH2:13][NH:8][CH2:9]2, predict the reactants needed to synthesize it. (2) Given the product [CH2:18]([O:1][C:2]1[C:3]([CH2:9][OH:10])=[N:4][C:5]([CH3:11])=[CH:6][CH:7]=1)[CH:19]([CH3:21])[CH3:20], predict the reactants needed to synthesize it. The reactants are: [OH:1][C:2]1[C:3]([CH2:9][OH:10])=[N:4][CH:5]=[C:6](C)[CH:7]=1.[C:11](=O)([O-])[O-].[K+].[K+].I[CH2:18][CH:19]([CH3:21])[CH3:20]. (3) Given the product [N:1]1([CH2:6][C@@H:7]([O:14][C:15]2[CH:24]=[CH:23][C:22]3[C:21](=[O:25])[CH2:20][CH2:19][CH2:18][C:17]=3[C:16]=2[CH2:26][S:27][C:28]2[CH:36]=[CH:35][CH:34]=[CH:33][C:29]=2[C:30]([NH:38][CH3:37])=[O:31])[C:8]2[CH:9]=[CH:10][CH:11]=[CH:12][CH:13]=2)[CH:5]=[CH:4][N:3]=[CH:2]1, predict the reactants needed to synthesize it. The reactants are: [N:1]1([CH2:6][C@@H:7]([O:14][C:15]2[CH:24]=[CH:23][C:22]3[C:21](=[O:25])[CH2:20][CH2:19][CH2:18][C:17]=3[C:16]=2[CH2:26][S:27][C:28]2[CH:36]=[CH:35][CH:34]=[CH:33][C:29]=2[C:30](O)=[O:31])[C:8]2[CH:13]=[CH:12][CH:11]=[CH:10][CH:9]=2)[CH:5]=[CH:4][N:3]=[CH:2]1.[CH3:37][NH2:38].